From a dataset of Experimentally validated miRNA-target interactions with 360,000+ pairs, plus equal number of negative samples. Binary Classification. Given a miRNA mature sequence and a target amino acid sequence, predict their likelihood of interaction. (1) The miRNA is hsa-miR-583 with sequence CAAAGAGGAAGGUCCCAUUAC. The protein sequence of the target gene is MVCKVLIALCIFTAGLRVQGSPTVPLPVSLMTKSSAPVATWTTSAPHTARATTPVASATHNASVLRTTAASLTSQLPTDHREEAVTSPPLKRDVNSTDSSPAGFPSTSSDGHLAPTPEEHSLGSPEATVPATGSQSPMLLSSQAPTSATTSPATSLSESLSASVTSSHNSTVANIQPTEAPMAPASPTEEHSSSHTPTSHVTAEPVPKEKSPQDTEPGKVICESETTTPFLIMQEVENALSSGSIAAITVTVIAVVLLVFGGAAYLKIRHSSYGRLLDDHDYGSWGNYNNPLYDDS. Result: 0 (no interaction). (2) The protein sequence of the target gene is MRMCDRGIQMLITTVGAFAAFSLMTIAVGTDYWLYSRGVCRTKSTSDNETSRKNEEVMTHSGLWRTCCLEGAFRGVCKKIDHFPEDADYEQDTAEYLLRAVRASSVFPILSVTLLFFGGLCVAASEFHRSRHNVILSAGIFFVSAGLSNIIGIIVYISANAGDPGQRDSKKSYSYGWSFYFGAFSFIIAEIVGVVAVHIYIEKHQQLRAKSHSEFLKKSTFARLPPYRYRFRRRSSSRSTEPRSRDLSPISKGFHTIPSTDISMFTLSRDPSKITMGTLLNSDRDHAFLQFHNSTPKEFK.... Result: 0 (no interaction). The miRNA is hsa-miR-3912-3p with sequence UAACGCAUAAUAUGGACAUGU.